From a dataset of Reaction yield outcomes from USPTO patents with 853,638 reactions. Predict the reaction yield, written as a fraction of the theoretical maximum amount of product (1.0 means a 100% yield; for example, 0.34 means a 34% yield). (1) The reactants are [OH-].[Na+].C[O:4][C:5](=[O:16])[C:6]1[CH:11]=[CH:10][C:9](CN)=[C:8]([O:14][CH3:15])[CH:7]=1.Cl.CCN(CC)CC.C1C2C(COC(ON3C(=O)CCC3=O)=O)C3C(=CC=CC=3)C=2C=CC=1. The catalyst is CO.CC#N. The product is [CH3:15][O:14][C:8]1[CH:7]=[C:6]([CH:11]=[CH:10][CH:9]=1)[C:5]([OH:16])=[O:4]. The yield is 0.200. (2) The reactants are [Cl:1][C:2]1[CH:3]=[C:4]2[C:8](=[CH:9][CH:10]=1)[NH:7][CH:6]=[C:5]2[CH2:11]N(C)C.[C-:15]#[N:16].[K+]. The catalyst is CN(C)C=O.O. The product is [Cl:1][C:2]1[CH:3]=[C:4]2[C:8](=[CH:9][CH:10]=1)[NH:7][CH:6]=[C:5]2[CH2:11][C:15]#[N:16]. The yield is 0.630.